Task: Predict the product of the given reaction.. Dataset: Forward reaction prediction with 1.9M reactions from USPTO patents (1976-2016) (1) Given the reactants Br[C:2]1[CH:7]=[C:6]([Cl:8])[CH:5]=[CH:4][C:3]=1[C:9](=[O:11])[CH3:10].C(N(CCCC)CCCC)CCC.[C:25]([O:29][C:30]([CH3:33])([CH3:32])[CH3:31])(=[O:28])[CH:26]=[CH2:27], predict the reaction product. The product is: [C:9]([C:3]1[CH:4]=[CH:5][C:6]([Cl:8])=[CH:7][C:2]=1/[CH:27]=[CH:26]/[C:25]([O:29][C:30]([CH3:33])([CH3:32])[CH3:31])=[O:28])(=[O:11])[CH3:10]. (2) The product is: [O:32]([C:9]1[C:10]([NH:13][C:14]2[S:15][CH:16]=[C:17]([CH:19]3[CH2:24][CH2:23][N:22]([C:25]([O:27][C:28]([CH3:31])([CH3:30])[CH3:29])=[O:26])[CH2:21][CH2:20]3)[N:18]=2)=[N:11][CH:12]=[C:7]([S:6][C:41]2[CH:46]=[CH:45][N:44]=[C:43]3[CH:47]=[CH:48][S:49][C:42]=23)[CH:8]=1)[C:33]1[CH:38]=[CH:37][CH:36]=[CH:35][CH:34]=1. Given the reactants COC(=O)CC[S:6][C:7]1[CH:8]=[C:9]([O:32][C:33]2[CH:38]=[CH:37][CH:36]=[CH:35][CH:34]=2)[C:10]([NH:13][C:14]2[S:15][CH:16]=[C:17]([CH:19]3[CH2:24][CH2:23][N:22]([C:25]([O:27][C:28]([CH3:31])([CH3:30])[CH3:29])=[O:26])[CH2:21][CH2:20]3)[N:18]=2)=[N:11][CH:12]=1.Cl[C:41]1[CH:46]=[CH:45][N:44]=[C:43]2[CH:47]=[CH:48][S:49][C:42]=12.CC([O-])(C)C.[K+].[NH4+].[Cl-], predict the reaction product.